From a dataset of Full USPTO retrosynthesis dataset with 1.9M reactions from patents (1976-2016). Predict the reactants needed to synthesize the given product. (1) Given the product [Cl:5][C:6]1[C:7]2[C:14]([I:15])=[CH:13][N:12]([CH2:16][C@H:17]([N:20]([CH3:1])[C:21](=[O:27])[O:22][C:23]([CH3:26])([CH3:25])[CH3:24])[CH:18]=[CH2:19])[C:8]=2[N:9]=[CH:10][N:11]=1, predict the reactants needed to synthesize it. The reactants are: [CH3:1]I.[H-].[Na+].[Cl:5][C:6]1[C:7]2[C:14]([I:15])=[CH:13][N:12]([CH2:16][C@H:17]([NH:20][C:21](=[O:27])[O:22][C:23]([CH3:26])([CH3:25])[CH3:24])[CH:18]=[CH2:19])[C:8]=2[N:9]=[CH:10][N:11]=1.O. (2) Given the product [C:1]([C:5]1[CH:10]=[CH:9][N:8]2[C:11]([C:15]3[N:20]=[C:19]([C:21]4[CH:28]=[CH:27][C:26]([F:29])=[CH:25][C:22]=4[C:23]#[N:24])[CH:18]=[CH:17][CH:16]=3)=[CH:12][N:13]=[C:7]2[N:6]=1)([CH3:4])([CH3:2])[CH3:3], predict the reactants needed to synthesize it. The reactants are: [C:1]([C:5]1[CH:10]=[CH:9][N:8]2[CH:11]=[CH:12][N:13]=[C:7]2[N:6]=1)([CH3:4])([CH3:3])[CH3:2].Br[C:15]1[N:20]=[C:19]([C:21]2[CH:28]=[CH:27][C:26]([F:29])=[CH:25][C:22]=2[C:23]#[N:24])[CH:18]=[CH:17][CH:16]=1. (3) Given the product [CH3:1][N:2]([CH2:13][C:14]([OH:16])=[O:15])[S:3]([C:6]1[CH:7]=[CH:8][C:9]([CH3:12])=[CH:10][CH:11]=1)(=[O:4])=[O:5], predict the reactants needed to synthesize it. The reactants are: [CH3:1][N:2]([CH2:13][C:14]([O:16]C)=[O:15])[S:3]([C:6]1[CH:11]=[CH:10][C:9]([CH3:12])=[CH:8][CH:7]=1)(=[O:5])=[O:4].O[Li].O. (4) Given the product [CH2:32]([N:24]1[CH:25]=[C:21]([C:19]([NH:18][C@@H:16]([CH3:17])[CH2:15][N:12]2[CH:13]=[CH:14][C:10]([C:4]3[CH:5]=[CH:6][C:7]([C:8]#[N:9])=[C:2]([Cl:1])[CH:3]=3)=[N:11]2)=[O:20])[N:22]=[C:23]1[CH3:26])[CH2:27][CH2:28][CH3:29], predict the reactants needed to synthesize it. The reactants are: [Cl:1][C:2]1[CH:3]=[C:4]([C:10]2[CH:14]=[CH:13][N:12]([CH2:15][C@@H:16]([NH:18][C:19]([C:21]3[N:22]=[C:23]([CH3:26])[NH:24][CH:25]=3)=[O:20])[CH3:17])[N:11]=2)[CH:5]=[CH:6][C:7]=1[C:8]#[N:9].[C:27]1(P([C:27]2[CH:32]=CC=[CH:29][CH:28]=2)[C:27]2[CH:32]=CC=[CH:29][CH:28]=2)[CH:32]=CC=[CH:29][CH:28]=1.C(O)CCC.CC(OC(/N=N/C(OC(C)C)=O)=O)C. (5) Given the product [Cl:10][C:7]1[CH:8]=[CH:9][C:2]([NH:1][C:12](=[O:13])[O:14][CH3:15])=[C:3]([C:4]#[N:5])[CH:6]=1, predict the reactants needed to synthesize it. The reactants are: [NH2:1][C:2]1[CH:9]=[CH:8][C:7]([Cl:10])=[CH:6][C:3]=1[C:4]#[N:5].Cl[C:12]([O:14][CH3:15])=[O:13].C([O-])(O)=O.[Na+]. (6) Given the product [CH3:1][C:2]1[CH:7]=[CH:6][C:5]([S:8]([O:11][CH2:12][CH:13]2[O:18][C:17]3[C:19]([CH:26]=[CH:27][CH:28]=[O:30])=[C:20]([N+:23]([O-:25])=[O:24])[CH:21]=[CH:22][C:16]=3[O:15][CH2:14]2)(=[O:9])=[O:10])=[CH:4][CH:3]=1, predict the reactants needed to synthesize it. The reactants are: [CH3:1][C:2]1[CH:7]=[CH:6][C:5]([S:8]([O:11][CH2:12][C@@H:13]2[O:18][C:17]3[C:19]([CH:26]=[CH:27][CH3:28])=[C:20]([N+:23]([O-:25])=[O:24])[CH:21]=[CH:22][C:16]=3[O:15][CH2:14]2)(=[O:10])=[O:9])=[CH:4][CH:3]=1.[Se](=O)=[O:30].O. (7) Given the product [NH2:3][C:4]1[CH:5]=[CH:8][C:9]([S:12]([CH3:15])(=[O:14])=[O:13])=[CH:10][C:17]=1[C:16]([OH:19])=[O:1], predict the reactants needed to synthesize it. The reactants are: [OH-:1].[K+].[NH2:3][C:4]1C=[CH:10][C:9]([S:12]([CH3:15])(=[O:14])=[O:13])=[CH:8][C:5]=1C#N.[CH2:16]([OH:19])[CH2:17]O.